Dataset: Forward reaction prediction with 1.9M reactions from USPTO patents (1976-2016). Task: Predict the product of the given reaction. (1) Given the reactants C(O)(C(F)(F)F)=O.[O:8]1[CH2:12][CH2:11][O:10][CH:9]1[C:13]1[CH:14]=[CH:15][C:16]([C:19]2[S:27][C:26]3[C:21](=[N:22][CH:23]=[CH:24][C:25]=3[O:28][C:29]3[CH:34]=[CH:33][C:32]([NH:35][C:36](=[O:49])[NH:37][CH:38]4[CH2:41][N:40](C(OC(C)(C)C)=O)[CH2:39]4)=[CH:31][C:30]=3[F:50])[CH:20]=2)=[N:17][CH:18]=1, predict the reaction product. The product is: [O:8]1[CH2:12][CH2:11][O:10][CH:9]1[C:13]1[CH:14]=[CH:15][C:16]([C:19]2[S:27][C:26]3[C:21](=[N:22][CH:23]=[CH:24][C:25]=3[O:28][C:29]3[CH:34]=[CH:33][C:32]([NH:35][C:36]([NH:37][CH:38]4[CH2:39][NH:40][CH2:41]4)=[O:49])=[CH:31][C:30]=3[F:50])[CH:20]=2)=[N:17][CH:18]=1. (2) Given the reactants [CH3:1][O:2][C:3]1[CH:8]=[C:7]([O:9][CH3:10])[N:6]=[C:5]([NH:11][C:12]2[CH:17]=[CH:16][C:15](C)=[CH:14][C:13]=2[N+:19]([O-])=O)[N:4]=1.[H][H].[C:24](OCC)(=O)C, predict the reaction product. The product is: [CH3:10][O:9][C:7]1[CH:8]=[C:3]([O:2][CH3:1])[N:4]=[C:5]([NH:11][C:12]2[C:13]([NH2:19])=[CH:14][CH:15]=[C:16]([CH3:24])[CH:17]=2)[N:6]=1. (3) Given the reactants C[N:2](C)[CH:3]=[CH:4][C:5]([C:7]1[CH:8]=[C:9]2[C:13](=[CH:14][CH:15]=1)[N:12]([CH3:16])[C:11]1[N:17]([CH3:29])[C:18](=[O:28])[C:19]([C:21]3[CH:26]=[CH:25][C:24]([F:27])=[CH:23][CH:22]=3)=[CH:20][C:10]2=1)=O.O.[NH2:32]N, predict the reaction product. The product is: [F:27][C:24]1[CH:23]=[CH:22][C:21]([C:19]2[C:18](=[O:28])[N:17]([CH3:29])[C:11]3[N:12]([CH3:16])[C:13]4[C:9]([C:10]=3[CH:20]=2)=[CH:8][C:7]([C:5]2[NH:32][N:2]=[CH:3][CH:4]=2)=[CH:15][CH:14]=4)=[CH:26][CH:25]=1. (4) Given the reactants [Cl:1][CH2:2][CH2:3][O:4][C:5]1[CH:10]=[C:9](F)[CH:8]=[CH:7][C:6]=1[N+:12]([O-:14])=[O:13].[OH:15][CH2:16][CH2:17][OH:18].C(=O)([O-])[O-].[Cs+].[Cs+], predict the reaction product. The product is: [Cl:1][CH2:2][CH2:3][O:4][C:5]1[CH:10]=[C:9]([CH:8]=[CH:7][C:6]=1[N+:12]([O-:14])=[O:13])[O:15][CH2:16][CH2:17][OH:18]. (5) Given the reactants [C:1]12([C:11]([C:13]3[C:21]4[C:16](=[N:17][CH:18]=[C:19](Br)[N:20]=4)[NH:15][CH:14]=3)=[O:12])[CH2:10][CH:5]3[CH2:6][CH:7]([CH2:9][CH:3]([CH2:4]3)[CH2:2]1)[CH2:8]2.[CH3:23][O:24][C:25]1[CH:26]=[C:27](B(O)O)[CH:28]=[C:29]([O:33][CH3:34])[C:30]=1[O:31][CH3:32], predict the reaction product. The product is: [C:1]12([C:11]([C:13]3[C:21]4[C:16](=[N:17][CH:18]=[C:19]([C:27]5[CH:28]=[C:29]([O:33][CH3:34])[C:30]([O:31][CH3:32])=[C:25]([O:24][CH3:23])[CH:26]=5)[N:20]=4)[NH:15][CH:14]=3)=[O:12])[CH2:10][CH:5]3[CH2:6][CH:7]([CH2:9][CH:3]([CH2:4]3)[CH2:2]1)[CH2:8]2. (6) Given the reactants [C:1]([O:5][C:6]([NH:8][CH2:9][C@H:10]1[CH2:15][CH2:14][C@H:13]([C:16]([NH:18][C@H:19]([C:39](=[O:52])[NH:40][C:41]2[CH:46]=[CH:45][C:44]([C:47]3[N:48]=[N:49][NH:50][N:51]=3)=[CH:43][CH:42]=2)[CH2:20][C:21]2[CH:26]=[CH:25][C:24]([C:27]3[CH:32]=[CH:31][C:30]([C:33](O)=[O:34])=[C:29]([F:36])[C:28]=3[O:37][CH3:38])=[CH:23][CH:22]=2)=[O:17])[CH2:12][CH2:11]1)=[O:7])([CH3:4])([CH3:3])[CH3:2].[NH2:53][CH:54]1[CH2:59][CH2:58][N:57]([C:60]([O:62][C:63]([CH3:66])([CH3:65])[CH3:64])=[O:61])[CH2:56][CH2:55]1.C(N(CC)C(C)C)(C)C.F[P-](F)(F)(F)(F)F.CN(C(N(C)C)=[N+]1C2C(=NC=CC=2)[N+]([O-])=N1)C, predict the reaction product. The product is: [C:1]([O:5][C:6]([NH:8][CH2:9][C@H:10]1[CH2:15][CH2:14][C@H:13]([C:16]([NH:18][C@H:19]([C:39](=[O:52])[NH:40][C:41]2[CH:42]=[CH:43][C:44]([C:47]3[N:48]=[N:49][NH:50][N:51]=3)=[CH:45][CH:46]=2)[CH2:20][C:21]2[CH:22]=[CH:23][C:24]([C:27]3[CH:32]=[CH:31][C:30]([C:33]([NH:53][CH:54]4[CH2:55][CH2:56][N:57]([C:60]([O:62][C:63]([CH3:66])([CH3:65])[CH3:64])=[O:61])[CH2:58][CH2:59]4)=[O:34])=[C:29]([F:36])[C:28]=3[O:37][CH3:38])=[CH:25][CH:26]=2)=[O:17])[CH2:12][CH2:11]1)=[O:7])([CH3:4])([CH3:2])[CH3:3].